Task: Predict the reactants needed to synthesize the given product.. Dataset: Full USPTO retrosynthesis dataset with 1.9M reactions from patents (1976-2016) (1) Given the product [Br:1][C:2]1[CH:11]=[CH:10][C:5]2[N:6]=[C:7]([NH:9][C:17]([N:14]3[CH:13]=[CH:12][N:16]=[CH:15]3)=[O:18])[S:8][C:4]=2[CH:3]=1, predict the reactants needed to synthesize it. The reactants are: [Br:1][C:2]1[CH:11]=[CH:10][C:5]2[N:6]=[C:7]([NH2:9])[S:8][C:4]=2[CH:3]=1.[CH:12]1[N:16]=[CH:15][N:14]([C:17](N2C=NC=C2)=[O:18])[CH:13]=1. (2) Given the product [CH3:1][O:2][CH2:3][CH2:9][O:29][C:21]1[CH:22]=[C:23]([C:25]([F:26])([F:27])[F:28])[CH:24]=[C:19]([N+:16]([O-:18])=[O:17])[CH:20]=1, predict the reactants needed to synthesize it. The reactants are: [CH3:1][O:2][C:3]1C=C([CH:9]=[C:3]([O:2][CH:1]2CCOC2)[CH:9]=1)N.[N+:16]([C:19]1[CH:20]=[C:21]([OH:29])[CH:22]=[C:23]([C:25]([F:28])([F:27])[F:26])[CH:24]=1)([O-:18])=[O:17].COC(O)C.